From a dataset of Catalyst prediction with 721,799 reactions and 888 catalyst types from USPTO. Predict which catalyst facilitates the given reaction. (1) Reactant: S(Cl)(Cl)=O.[Cl:5][C:6]1[CH:11]=[CH:10][C:9]([C:12]2([CH2:45][C:46]([OH:48])=[O:47])[CH2:17][CH2:16][N:15]([C:18]3[C:19]4[N:20]([N:24]=[C:25]([NH:27][C:28]5[CH:33]=[CH:32][C:31]([C:34](=[O:44])[N:35]([CH3:43])[CH:36]6[CH2:41][CH2:40][N:39]([CH3:42])[CH2:38][CH2:37]6)=[CH:30][CH:29]=5)[N:26]=4)[CH:21]=[CH:22][CH:23]=3)[CH2:14][CH2:13]2)=[CH:8][CH:7]=1.O.[CH3:50][C:51]#N. Product: [Cl:5][C:6]1[CH:7]=[CH:8][C:9]([C:12]2([CH2:45][C:46]([O:48][CH2:50][CH3:51])=[O:47])[CH2:13][CH2:14][N:15]([C:18]3[C:19]4[N:20]([N:24]=[C:25]([NH:27][C:28]5[CH:33]=[CH:32][C:31]([C:34](=[O:44])[N:35]([CH3:43])[CH:36]6[CH2:37][CH2:38][N:39]([CH3:42])[CH2:40][CH2:41]6)=[CH:30][CH:29]=5)[N:26]=4)[CH:21]=[CH:22][CH:23]=3)[CH2:16][CH2:17]2)=[CH:10][CH:11]=1. The catalyst class is: 8. (2) Reactant: F[C:2]1[CH:9]=[CH:8][CH:7]=[CH:6][C:3]=1[CH:4]=[O:5].C(=O)([O-])[O-].[K+].[K+].[CH3:16][CH:17]([CH3:21])[CH2:18][CH2:19][SH:20]. Product: [CH3:16][CH:17]([CH3:21])[CH2:18][CH2:19][S:20][C:2]1[CH:9]=[CH:8][CH:7]=[CH:6][C:3]=1[CH:4]=[O:5]. The catalyst class is: 3. (3) Reactant: [CH3:1][C:2]1([OH:12])[CH:9]2[CH2:10][CH:5]3[CH2:6][CH:7]([CH2:11][CH:3]1[CH2:4]3)[CH2:8]2.C(OC(C)C)(C)C.[C:20]([O:25][CH2:26][CH2:27][N:28]=[C:29]=[O:30])(=[O:24])[C:21]([CH3:23])=[CH2:22].CS(O)(=O)=O.C([O-])(O)=O.[Na+]. Product: [C:20]([O:25][CH2:26][CH2:27][NH:28][C:29](=[O:30])[O:12][C:2]1([CH3:1])[CH:3]2[CH2:11][CH:7]3[CH2:6][CH:5]([CH2:10][CH:9]1[CH2:8]3)[CH2:4]2)(=[O:24])[C:21]([CH3:23])=[CH2:22]. The catalyst class is: 81. (4) Reactant: [Br:1][C:2]1[CH:3]=[N:4][N:5]([CH3:18])[C:6]=1[C:7]1[CH:12]=[C:11]([N+:13]([O-])=O)[CH:10]=[CH:9][C:8]=1[O:16][CH3:17].O.O.Cl[Sn]Cl.CCOC(C)=O.CCCCCC. The catalyst class is: 14. Product: [Br:1][C:2]1[CH:3]=[N:4][N:5]([CH3:18])[C:6]=1[C:7]1[CH:12]=[C:11]([NH2:13])[CH:10]=[CH:9][C:8]=1[O:16][CH3:17]. (5) Reactant: [CH3:1][O:2][C:3]1[CH:12]=[C:11]2[C:6]([C:7](=O)[CH2:8][CH:9]([C:13]([O:15][CH2:16][CH3:17])=[O:14])[O:10]2)=[CH:5][CH:4]=1.Cl.[CH3:20][O:21][NH2:22]. Product: [CH3:1][O:2][C:3]1[CH:12]=[C:11]2[C:6]([C:7](=[N:22][O:21][CH3:20])[CH2:8][CH:9]([C:13]([O:15][CH2:16][CH3:17])=[O:14])[O:10]2)=[CH:5][CH:4]=1. The catalyst class is: 17.